From a dataset of Forward reaction prediction with 1.9M reactions from USPTO patents (1976-2016). Predict the product of the given reaction. Given the reactants CN(C(ON1N=NC2C=CC=NC1=2)=[N+](C)C)C.F[P-](F)(F)(F)(F)F.[Cl:25][C:26]1[CH:27]=[C:28]([C:52](O)=[O:53])[CH:29]=[N:30][C:31]=1[NH:32][NH:33][C:34]([NH:36][CH:37]1[C:43]2[CH:44]=[CH:45][CH:46]=[CH:47][C:42]=2[CH2:41][CH2:40][C:39]2[CH:48]=[CH:49][CH:50]=[CH:51][C:38]1=2)=[S:35].[CH2:55]([NH:62][CH2:63][CH2:64][OH:65])[C:56]1[CH:61]=[CH:60][CH:59]=[CH:58][CH:57]=1.CCN(C(C)C)C(C)C, predict the reaction product. The product is: [Cl:25][C:26]1[CH:27]=[C:28]([C:52]([N:62]([CH2:63][CH2:64][OH:65])[CH2:55][C:56]2[CH:61]=[CH:60][CH:59]=[CH:58][CH:57]=2)=[O:53])[CH:29]=[N:30][C:31]=1[NH:32][NH:33][C:34]([NH:36][CH:37]1[C:38]2[CH:51]=[CH:50][CH:49]=[CH:48][C:39]=2[CH2:40][CH2:41][C:42]2[CH:47]=[CH:46][CH:45]=[CH:44][C:43]1=2)=[S:35].